From a dataset of Full USPTO retrosynthesis dataset with 1.9M reactions from patents (1976-2016). Predict the reactants needed to synthesize the given product. Given the product [NH2:15][C@@H:4]1[CH2:5][CH2:6][CH2:7][C@@H:8]([C:9]2[CH:14]=[CH:13][CH:12]=[CH:11][CH:10]=2)[N:2]([CH3:1])[C:3]1=[O:26], predict the reactants needed to synthesize it. The reactants are: [CH3:1][N:2]1[C@H:8]([C:9]2[CH:14]=[CH:13][CH:12]=[CH:11][CH:10]=2)[CH:7]=[CH:6][CH2:5][C@@H:4]([NH:15]C(=O)OCC2C=CC=CC=2)[C:3]1=[O:26].